Dataset: Full USPTO retrosynthesis dataset with 1.9M reactions from patents (1976-2016). Task: Predict the reactants needed to synthesize the given product. Given the product [Cl:4][C:5]1[CH:10]=[CH:9][CH:8]=[CH:7][C:6]=1[S:11][CH:13]([CH3:15])[CH3:14], predict the reactants needed to synthesize it. The reactants are: C[O-].[Na+].[Cl:4][C:5]1[CH:10]=[CH:9][CH:8]=[CH:7][C:6]=1[SH:11].I[CH:13]([CH3:15])[CH3:14].